From a dataset of Full USPTO retrosynthesis dataset with 1.9M reactions from patents (1976-2016). Predict the reactants needed to synthesize the given product. (1) Given the product [NH2:1][C:2]1[C:3]([C:14]2[CH:22]=[CH:21][C:17]([C:18]([NH:38][C@@H:39]([C:55]3[CH:60]=[CH:59][CH:58]=[C:57]([Cl:61])[CH:56]=3)[CH2:40][N:41]([CH3:54])[S:42]([C:45]3[CH:50]=[CH:49][CH:48]=[CH:47][C:46]=3[N+:51]([O-:53])=[O:52])(=[O:43])=[O:44])=[O:20])=[C:16]([F:23])[CH:15]=2)=[N:4][C:5]([CH:8]2[CH2:9][CH2:10][O:11][CH2:12][CH2:13]2)=[CH:6][N:7]=1, predict the reactants needed to synthesize it. The reactants are: [NH2:1][C:2]1[C:3]([C:14]2[CH:22]=[CH:21][C:17]([C:18]([OH:20])=O)=[C:16]([F:23])[CH:15]=2)=[N:4][C:5]([CH:8]2[CH2:13][CH2:12][O:11][CH2:10][CH2:9]2)=[CH:6][N:7]=1.C1C=NC2N(O)N=NC=2C=1.C(Cl)CCl.[NH2:38][C@@H:39]([C:55]1[CH:60]=[CH:59][CH:58]=[C:57]([Cl:61])[CH:56]=1)[CH2:40][N:41]([CH3:54])[S:42]([C:45]1[CH:50]=[CH:49][CH:48]=[CH:47][C:46]=1[N+:51]([O-:53])=[O:52])(=[O:44])=[O:43]. (2) The reactants are: [CH2:1]([O:19][C:20](=[O:24])[C:21]([CH3:23])=[CH2:22])[CH2:2][CH2:3][CH2:4][CH2:5][CH2:6][CH2:7][CH2:8][CH2:9][CH2:10][CH2:11][CH2:12][CH2:13][CH2:14][CH2:15][CH2:16][CH2:17][CH3:18].SCCO. Given the product [CH2:1]([O:19][C:20](=[O:24])[C:21]([CH3:23])=[CH2:22])[CH2:2][CH2:3][CH2:4][CH2:5][CH2:6][CH2:7][CH2:8][CH2:9][CH2:10][CH2:11][CH2:12][CH2:13][CH2:14][CH2:15][CH3:16].[CH2:1]([O:19][C:20](=[O:24])[C:21]([CH3:23])=[CH2:22])[CH2:2][CH2:3][CH2:4][CH2:5][CH2:6][CH2:7][CH2:8][CH2:9][CH2:10][CH2:11][CH2:12][CH2:13][CH2:14][CH2:15][CH2:16][CH2:17][CH3:18], predict the reactants needed to synthesize it. (3) Given the product [C:1]([O:5][C:6](=[O:29])[NH:7][CH:8]1[CH2:9][CH2:10][N:11]([CH2:14][CH2:15][N:16]2[C:21]3[CH:22]=[C:23]([O:26][CH3:27])[CH:24]=[CH:25][C:20]=3[O:19][CH2:18][C:17]2=[O:28])[C:12](=[O:31])[CH2:13]1)([CH3:4])([CH3:2])[CH3:3], predict the reactants needed to synthesize it. The reactants are: [C:1]([O:5][C:6](=[O:29])[NH:7][CH:8]1[CH2:13][CH2:12][N:11]([CH2:14][CH2:15][N:16]2[C:21]3[CH:22]=[C:23]([O:26][CH3:27])[CH:24]=[CH:25][C:20]=3[O:19][CH2:18][C:17]2=[O:28])[CH2:10][CH2:9]1)([CH3:4])([CH3:3])[CH3:2].I([O-])(=O)(=O)=[O:31].[Na+]. (4) Given the product [Si:10]([O:27][C@H:28]([CH3:40])[C@H:29]([NH:39][CH2:6][C@@H:7]([OH:9])[CH3:8])[C:30]1[CH:35]=[C:34]([F:36])[C:33]([F:37])=[C:32]([F:38])[CH:31]=1)([C:23]([CH3:24])([CH3:25])[CH3:26])([C:17]1[CH:22]=[CH:21][CH:20]=[CH:19][CH:18]=1)[C:11]1[CH:12]=[CH:13][CH:14]=[CH:15][CH:16]=1, predict the reactants needed to synthesize it. The reactants are: C(OCC)C.[CH2:6]1[O:9][C@H:7]1[CH3:8].[Si:10]([O:27][C@H:28]([CH3:40])[C@H:29]([NH2:39])[C:30]1[CH:35]=[C:34]([F:36])[C:33]([F:37])=[C:32]([F:38])[CH:31]=1)([C:23]([CH3:26])([CH3:25])[CH3:24])([C:17]1[CH:22]=[CH:21][CH:20]=[CH:19][CH:18]=1)[C:11]1[CH:16]=[CH:15][CH:14]=[CH:13][CH:12]=1.Cl([O-])(=O)(=O)=O.[Li+].